Dataset: Reaction yield outcomes from USPTO patents with 853,638 reactions. Task: Predict the reaction yield, written as a fraction of the theoretical maximum amount of product (1.0 means a 100% yield; for example, 0.34 means a 34% yield). (1) The reactants are [Cl:1][C:2]1[CH:7]=[CH:6][C:5]([S:8]([NH:11][C@H:12]([CH2:16][CH:17]([CH3:19])[CH3:18])[C:13]([NH2:15])=[O:14])(=[O:10])=[O:9])=[CH:4][CH:3]=1.C([O-])([O-])=O.[Cs+].[Cs+].[CH2:26]([O:29][C:30]1[CH:35]=[CH:34][C:33]([CH2:36]Br)=[CH:32][C:31]=1[F:38])[CH:27]=[CH2:28]. The catalyst is CN(C=O)C.CCOC(C)=O. The product is [CH2:26]([O:29][C:30]1[CH:35]=[CH:34][C:33]([CH2:36][N:11]([C@H:12]([CH2:16][CH:17]([CH3:19])[CH3:18])[C:13]([NH2:15])=[O:14])[S:8]([C:5]2[CH:4]=[CH:3][C:2]([Cl:1])=[CH:7][CH:6]=2)(=[O:9])=[O:10])=[CH:32][C:31]=1[F:38])[CH:27]=[CH2:28]. The yield is 0.260. (2) The reactants are Br[C:2]1[C:14]2[C:13]3[C:8](=[CH:9][C:10]([C:15]([OH:18])([CH3:17])[CH3:16])=[CH:11][CH:12]=3)[NH:7][C:6]=2[C:5]([C:19]([NH2:21])=[O:20])=[CH:4][C:3]=1[Cl:22].[CH3:23][C:24]1[C:29](B2OC(C)(C)C(C)(C)O2)=[CH:28][CH:27]=[CH:26][C:25]=1[N:39]1[C:44](=[O:45])[CH:43]=[C:42]2[S:46][CH:47]=[CH:48][N:41]2[C:40]1=[O:49].C([O-])([O-])=O.[Cs+].[Cs+]. The catalyst is C1COCC1.O.C1C=CC(P(C2C=CC=CC=2)[C-]2C=CC=C2)=CC=1.C1C=CC(P(C2C=CC=CC=2)[C-]2C=CC=C2)=CC=1.Cl[Pd]Cl.[Fe+2].C(Cl)Cl. The product is [Cl:22][C:3]1[CH:4]=[C:5]([C:19]([NH2:21])=[O:20])[C:6]2[NH:7][C:8]3[C:13]([C:14]=2[C:2]=1[C:29]1[CH:28]=[CH:27][CH:26]=[C:25]([N:39]2[C:44](=[O:45])[CH:43]=[C:42]4[S:46][CH:47]=[CH:48][N:41]4[C:40]2=[O:49])[C:24]=1[CH3:23])=[CH:12][CH:11]=[C:10]([C:15]([OH:18])([CH3:17])[CH3:16])[CH:9]=3. The yield is 0.320.